Dataset: Reaction yield outcomes from USPTO patents with 853,638 reactions. Task: Predict the reaction yield, written as a fraction of the theoretical maximum amount of product (1.0 means a 100% yield; for example, 0.34 means a 34% yield). (1) The reactants are Br[C:2]1[CH:7]=C[C:5]([CH2:8][CH2:9][CH2:10][N:11]([CH3:23])[C:12]([NH:14][C:15]2[CH:20]=[CH:19][CH:18]=[C:17]([C:21]#[N:22])[CH:16]=2)=[O:13])=[CH:4][CH:3]=1.[Br:24]C1C=CC(CCNC)=CC=1.N(C1C=C(C=CC=1)C#N)=C=O. No catalyst specified. The product is [Br:24][C:3]1[CH:2]=[CH:7][C:8]([CH2:9][CH2:10][N:11]([CH3:23])[C:12]([NH:14][C:15]2[CH:20]=[CH:19][CH:18]=[C:17]([C:21]#[N:22])[CH:16]=2)=[O:13])=[CH:5][CH:4]=1. The yield is 0.810. (2) The reactants are Cl.[Br:2][C:3]1[CH:15]=[CH:14][C:13]([O:16]C)=[CH:12][C:4]=1[CH2:5][CH:6]1[CH2:11][CH2:10][NH:9][CH2:8][CH2:7]1. The catalyst is [OH-].[Na+]. The product is [Br:2][C:3]1[CH:15]=[CH:14][C:13]([OH:16])=[CH:12][C:4]=1[CH2:5][CH:6]1[CH2:7][CH2:8][NH:9][CH2:10][CH2:11]1. The yield is 0.740. (3) The reactants are [CH:1]([N:4]1[C:8]([C:9]2[N:18]=[C:17]3[N:11]([CH2:12][CH2:13][O:14][C:15]4[CH:22]=[C:21](O)[N:20]=[CH:19][C:16]=43)[CH:10]=2)=[N:7][CH:6]=[N:5]1)([CH3:3])[CH3:2].[H-].[Na+].[CH:26]12[NH:33][CH:30]([CH2:31][CH2:32]1)[CH2:29][NH:28][C:27]2=[O:34].C(N(CC)CC)C. The catalyst is CN1C(=O)CCC1. The product is [CH:1]([N:4]1[C:8]([C:9]2[N:18]=[C:17]3[C:16]4[CH:19]=[N:20][C:21]([N:33]5[CH:30]6[CH2:31][CH2:32][CH:26]5[C:27](=[O:34])[NH:28][CH2:29]6)=[CH:22][C:15]=4[O:14][CH2:13][CH2:12][N:11]3[CH:10]=2)=[N:7][CH:6]=[N:5]1)([CH3:2])[CH3:3]. The yield is 0.290.